From a dataset of Full USPTO retrosynthesis dataset with 1.9M reactions from patents (1976-2016). Predict the reactants needed to synthesize the given product. Given the product [Br-:37].[OH:10][C:9]([C:19]1[CH:24]=[CH:23][CH:22]=[C:21]([O:25][CH3:26])[CH:20]=1)([C:11]1[CH:16]=[CH:15][CH:14]=[C:13]([O:17][CH3:18])[CH:12]=1)[C:4]12[CH2:5][CH2:6][N+:1]([CH2:36][CH2:35][O:34][CH2:33][C:27]3[CH:32]=[CH:31][CH:30]=[CH:29][CH:28]=3)([CH2:2][CH2:3]1)[CH2:8][CH2:7]2, predict the reactants needed to synthesize it. The reactants are: [N:1]12[CH2:8][CH2:7][C:4]([C:9]([C:19]3[CH:24]=[CH:23][CH:22]=[C:21]([O:25][CH3:26])[CH:20]=3)([C:11]3[CH:16]=[CH:15][CH:14]=[C:13]([O:17][CH3:18])[CH:12]=3)[OH:10])([CH2:5][CH2:6]1)[CH2:3][CH2:2]2.[C:27]1([CH2:33][O:34][CH2:35][CH2:36][Br:37])[CH:32]=[CH:31][CH:30]=[CH:29][CH:28]=1.